Dataset: Reaction yield outcomes from USPTO patents with 853,638 reactions. Task: Predict the reaction yield, written as a fraction of the theoretical maximum amount of product (1.0 means a 100% yield; for example, 0.34 means a 34% yield). (1) The reactants are Cl.[NH2:2][CH2:3][C:4]1[CH:13]=[CH:12][CH:11]=[C:10]2[C:5]=1[C:6](=[O:23])[N:7]([CH:15]1[CH2:20][CH2:19][C:18](=[O:21])[NH:17][C:16]1=[O:22])[C:8]([CH3:14])=[N:9]2.[F:24][C:25]1[CH:26]=[C:27]([CH:31]=[CH:32][CH:33]=1)[C:28](Cl)=[O:29].C(N(CC)C(C)C)(C)C. The yield is 0.400. The product is [O:22]=[C:16]1[CH:15]([N:7]2[C:6](=[O:23])[C:5]3[C:10](=[CH:11][CH:12]=[CH:13][C:4]=3[CH2:3][NH:2][C:28](=[O:29])[C:27]3[CH:31]=[CH:32][CH:33]=[C:25]([F:24])[CH:26]=3)[N:9]=[C:8]2[CH3:14])[CH2:20][CH2:19][C:18](=[O:21])[NH:17]1. The catalyst is C(#N)C. (2) The reactants are [NH:1]1[CH2:6][CH2:5][CH:4]([C:7]([NH:10]C(=O)OCC2C3C=CC=CC=3C3C2=CC=CC=3)([CH3:9])[CH3:8])[CH2:3][CH2:2]1.C(N(CC)C(C)C)(C)C.C1COCC1.CO.Br[CH2:45][C:46]1[N:47]([CH3:71])[C:48]2[C:53]([N:54]=1)=[C:52]([N:55]1[CH2:60][CH2:59][O:58][CH2:57][CH2:56]1)[N:51]=[C:50]([N:61]1[C:65]3[CH:66]=[CH:67][CH:68]=[CH:69][C:64]=3[N:63]=[C:62]1[CH3:70])[N:49]=2. No catalyst specified. The product is [CH3:71][N:47]1[C:46]([CH2:45][N:1]2[CH2:2][CH2:3][CH:4]([C:7]([NH2:10])([CH3:8])[CH3:9])[CH2:5][CH2:6]2)=[N:54][C:53]2[C:48]1=[N:49][C:50]([N:61]1[C:65]3[CH:66]=[CH:67][CH:68]=[CH:69][C:64]=3[N:63]=[C:62]1[CH3:70])=[N:51][C:52]=2[N:55]1[CH2:56][CH2:57][O:58][CH2:59][CH2:60]1. The yield is 0.357.